From a dataset of Full USPTO retrosynthesis dataset with 1.9M reactions from patents (1976-2016). Predict the reactants needed to synthesize the given product. (1) Given the product [F:8][C@@H:9]1[CH2:13][N:12]([C:24]2[N:32]=[C:31]3[C:27]([N:28]=[CH:29][N:30]3[CH3:33])=[C:26]([NH:34][C:35]3[C:36]([O:41][CH3:42])=[N:37][N:38]([CH3:40])[CH:39]=3)[N:25]=2)[CH2:11][C@H:10]1[NH:14][C:15](=[O:22])[CH:16]=[CH2:17], predict the reactants needed to synthesize it. The reactants are: S1(CCCC1)(=O)=O.[F:8][C@@H:9]1[CH2:13][NH:12][CH2:11][C@H:10]1[NH:14][C:15](=[O:22])[CH2:16][CH2:17]S(C)(=O)=O.F[C:24]1[N:32]=[C:31]2[C:27]([N:28]=[CH:29][N:30]2[CH3:33])=[C:26]([NH:34][C:35]2[C:36]([O:41][CH3:42])=[N:37][N:38]([CH3:40])[CH:39]=2)[N:25]=1.C(N(CC)C(C)C)(C)C.[OH-].[K+]. (2) Given the product [C:27]1([C:2]2[C:10]3[C:5](=[CH:6][CH:7]=[CH:8][CH:9]=3)[N:4]([C:11]3[N:15]=[C:14]([CH:16]4[CH2:21][CH2:20][N:19]([CH2:22][CH2:23][CH2:24][O:25][CH3:26])[CH2:18][CH2:17]4)[O:13][N:12]=3)[N:3]=2)[CH2:32][CH2:31][CH2:30][CH2:29][CH:28]=1, predict the reactants needed to synthesize it. The reactants are: Br[C:2]1[C:10]2[C:5](=[CH:6][CH:7]=[CH:8][CH:9]=2)[N:4]([C:11]2[N:15]=[C:14]([CH:16]3[CH2:21][CH2:20][N:19]([CH2:22][CH2:23][CH2:24][O:25][CH3:26])[CH2:18][CH2:17]3)[O:13][N:12]=2)[N:3]=1.[C:27]1(B2OC(C)(C)C(C)(C)O2)[CH2:32][CH2:31][CH2:30][CH2:29][CH:28]=1.C(=O)([O-])[O-].[K+].[K+].